From a dataset of Full USPTO retrosynthesis dataset with 1.9M reactions from patents (1976-2016). Predict the reactants needed to synthesize the given product. (1) Given the product [O:20]1[CH2:21][CH2:22][NH:23][C:24]2[N:25]=[CH:26][C:17]([C:3]3[CH:4]=[CH:5][C:6]([C:8]4[C:29]([S:34]([NH:37][C@@H:38]([CH3:41])[CH2:39][OH:40])(=[O:35])=[O:36])=[CH:28][CH:33]=[CH:32][CH:31]=4)=[CH:7][C:2]=3[F:1])=[CH:18][C:19]1=2, predict the reactants needed to synthesize it. The reactants are: [F:1][C:2]1[CH:7]=[C:6]([CH:8]2OC(C)(C)C(C)(C)O2)[CH:5]=[CH:4][C:3]=1[C:17]1[CH:26]=[N:25][C:24]2[NH:23][CH2:22][CH2:21][O:20][C:19]=2[CH:18]=1.Br[C:28]1[CH:33]=[CH:32][CH:31]=C[C:29]=1[S:34]([NH:37][C@@H:38]([CH3:41])[CH2:39][OH:40])(=[O:36])=[O:35]. (2) Given the product [NH2:11][C:10]1[C:5]([C:3]([OH:4])=[O:2])=[N:6][C:7]([O:14][CH3:17])=[CH:8][N:9]=1.[Cl-:16].[Na+:15], predict the reactants needed to synthesize it. The reactants are: C[O:2][C:3]([C:5]1[C:10]([NH2:11])=[N:9][C:8](OC)=[CH:7][N:6]=1)=[O:4].[OH-:14].[Na+:15].[ClH:16].[C:17]1(C)C=CC=CC=1. (3) Given the product [ClH:19].[ClH:19].[ClH:19].[CH3:1][N:2]1[CH2:3][CH2:4][N:5]([C@@H:8]2[CH2:13][CH2:12][CH2:11][C@H:10]([NH2:14])[CH2:9]2)[CH2:6][CH2:7]1, predict the reactants needed to synthesize it. The reactants are: [CH3:1][N:2]1[CH2:7][CH2:6][N:5]([CH:8]2[CH2:13][CH2:12][CH2:11][C:10](=[N:14]O)[CH2:9]2)[CH2:4][CH2:3]1.N.[H][H].[ClH:19].